This data is from Full USPTO retrosynthesis dataset with 1.9M reactions from patents (1976-2016). The task is: Predict the reactants needed to synthesize the given product. (1) Given the product [C:18]([Si:21]([O:12][CH:9]([CH2:8][CH2:7][C:6]1[S:5][C:4]2[CH:13]=[CH:14][CH:15]=[CH:16][C:3]=2[C:2]=1[Cl:1])[C:10]#[CH:11])([CH3:23])[CH3:22])([CH3:20])([CH3:19])[CH3:17], predict the reactants needed to synthesize it. The reactants are: [Cl:1][C:2]1[C:3]2[CH:16]=[CH:15][CH:14]=[CH:13][C:4]=2[S:5][C:6]=1[CH2:7][CH2:8][CH:9]([OH:12])[C:10]#[CH:11].[CH3:17][C:18]([Si:21](Cl)([CH3:23])[CH3:22])([CH3:20])[CH3:19].C(N(CC)CC)C.C(=O)(O)[O-].[Na+]. (2) Given the product [CH2:17]([C:14]1[CH:15]=[CH:16][N:11]([CH2:10][CH2:9][C:6]2[CH:7]=[CH:8][C:3]([CH2:2][N:26]3[CH2:30][CH2:29][CH2:28][CH2:27]3)=[CH:4][CH:5]=2)[C:12](=[O:25])[CH:13]=1)[CH2:18][C:19]1[CH:24]=[CH:23][CH:22]=[CH:21][CH:20]=1, predict the reactants needed to synthesize it. The reactants are: Br[CH2:2][C:3]1[CH:8]=[CH:7][C:6]([CH2:9][CH2:10][N:11]2[CH:16]=[CH:15][C:14]([CH2:17][CH2:18][C:19]3[CH:24]=[CH:23][CH:22]=[CH:21][CH:20]=3)=[CH:13][C:12]2=[O:25])=[CH:5][CH:4]=1.[NH:26]1[CH2:30][CH2:29][CH2:28][CH2:27]1. (3) The reactants are: [CH2:1]([O:3][C:4]([C:6]1[O:14][C:13]2[C:12]([Cl:15])=[CH:11][N:10]=[CH:9][C:8]=2[C:7]=1[NH2:16])=[O:5])[CH3:2].Br[C:18]1[CH:23]=[CH:22][C:21]([S:24][CH3:25])=[CH:20][C:19]=1[F:26].CC1(C)C2C(=C(P(C3C=CC=CC=3)C3C=CC=CC=3)C=CC=2)OC2C(P(C3C=CC=CC=3)C3C=CC=CC=3)=CC=CC1=2.[O-]P([O-])([O-])=O.[K+].[K+].[K+]. Given the product [CH2:1]([O:3][C:4]([C:6]1[O:14][C:13]2[C:12]([Cl:15])=[CH:11][N:10]=[CH:9][C:8]=2[C:7]=1[NH:16][C:18]1[CH:23]=[CH:22][C:21]([S:24][CH3:25])=[CH:20][C:19]=1[F:26])=[O:5])[CH3:2], predict the reactants needed to synthesize it. (4) Given the product [C:1]([O:5][C:6](=[O:18])[N:7]([C:8]1[CH:13]=[C:12]([C:14]#[N:15])[C:11]([Br:16])=[CH:10][C:9]=1[Cl:17])[CH2:35][C:34]1[CH:37]=[CH:38][C:31]([O:30][CH3:29])=[CH:32][CH:33]=1)([CH3:4])([CH3:2])[CH3:3], predict the reactants needed to synthesize it. The reactants are: [C:1]([O:5][C:6](=[O:18])[NH:7][C:8]1[CH:13]=[C:12]([C:14]#[N:15])[C:11]([Br:16])=[CH:10][C:9]=1[Cl:17])([CH3:4])([CH3:3])[CH3:2].C[Si]([N-][Si](C)(C)C)(C)C.[Na+].[CH3:29][O:30][C:31]1[CH:38]=[CH:37][C:34]([CH2:35]Cl)=[CH:33][CH:32]=1. (5) Given the product [NH2:52][C:50](=[O:51])[CH2:49][N:21]1[C:22](=[N:25][S:26]([C:29]2[CH:30]=[CH:31][C:32]([CH3:35])=[CH:33][CH:34]=2)(=[O:27])=[O:28])[CH:23]=[CH:24][C:19]([O:18][C:14]2[CH:13]=[C:12]([NH:11][C:9](=[O:10])[C:8]3[CH:36]=[CH:37][CH:38]=[C:6]([C:3]([C:1]#[N:2])([CH3:5])[CH3:4])[CH:7]=3)[CH:17]=[CH:16][CH:15]=2)=[CH:20]1, predict the reactants needed to synthesize it. The reactants are: [C:1]([C:3]([C:6]1[CH:7]=[C:8]([CH:36]=[CH:37][CH:38]=1)[C:9]([NH:11][C:12]1[CH:17]=[CH:16][CH:15]=[C:14]([O:18][C:19]2[CH:20]=[N:21][C:22]([NH:25][S:26]([C:29]3[CH:34]=[CH:33][C:32]([CH3:35])=[CH:31][CH:30]=3)(=[O:28])=[O:27])=[CH:23][CH:24]=2)[CH:13]=1)=[O:10])([CH3:5])[CH3:4])#[N:2].C(N(CC)C(C)C)(C)C.I[CH2:49][C:50]([NH2:52])=[O:51]. (6) Given the product [CH3:20][O:21][C:22]1[CH:18]=[CH:19][C:9]([CH3:8])=[N:10][CH:11]=1, predict the reactants needed to synthesize it. The reactants are: CC(C)([O-])C.[K+].C[C:8]1(O)C=C[CH:11]=[N:10][CH2:9]1.CI.O.[CH2:18]1[CH2:22][O:21][CH2:20][CH2:19]1. (7) Given the product [CH3:55][C:56]1[C:57]([C:62]([N:15]2[CH2:16][CH2:17][N:12]([S:9]([C:6]3[CH:5]=[CH:4][C:3]([C:2]([F:1])([F:18])[F:19])=[CH:8][CH:7]=3)(=[O:10])=[O:11])[CH2:13][CH2:14]2)=[O:63])=[N:58][CH:59]=[CH:60][CH:61]=1, predict the reactants needed to synthesize it. The reactants are: [F:1][C:2]([F:19])([F:18])[C:3]1[CH:8]=[CH:7][C:6]([S:9]([N:12]2[CH2:17][CH2:16][NH:15][CH2:14][CH2:13]2)(=[O:11])=[O:10])=[CH:5][CH:4]=1.C1C=CC2N(O)N=NC=2C=1.O.CN(C(ON1N=NC2C=CC=CC1=2)=[N+](C)C)C.F[P-](F)(F)(F)(F)F.[CH3:55][C:56]1[C:57]([C:62](O)=[O:63])=[N:58][CH:59]=[CH:60][CH:61]=1.CCN(C(C)C)C(C)C. (8) Given the product [F:15][C:16]1[CH:17]=[C:18]([NH:19][N:9]=[C:10]2[C:11]([NH2:12])=[N:30][N:29]=[C:13]2[NH2:14])[CH:20]=[CH:21][CH:22]=1, predict the reactants needed to synthesize it. The reactants are: FC1C=C(N[N:9]=[C:10]([C:13]#[N:14])[C:11]#[N:12])C=CC=1.[F:15][C:16]1[CH:17]=[C:18]([CH:20]=[CH:21][CH:22]=1)[NH2:19].C(#N)CC#N.O.[NH2:29][NH2:30]. (9) Given the product [OH:10][C:3]1[CH:4]=[CH:5][C:6]([O:8][CH3:9])=[CH:7][C:2]=1[NH:1][C:12](=[O:19])[C:13]1[CH:18]=[CH:17][N:16]=[CH:15][CH:14]=1, predict the reactants needed to synthesize it. The reactants are: [NH2:1][C:2]1[CH:7]=[C:6]([O:8][CH3:9])[CH:5]=[CH:4][C:3]=1[OH:10].Cl.[C:12](Cl)(=[O:19])[C:13]1[CH:18]=[CH:17][N:16]=[CH:15][CH:14]=1.